Dataset: Peptide-MHC class II binding affinity with 134,281 pairs from IEDB. Task: Regression. Given a peptide amino acid sequence and an MHC pseudo amino acid sequence, predict their binding affinity value. This is MHC class II binding data. (1) The peptide sequence is ILNSMFQKTILKATT. The MHC is DRB1_0101 with pseudo-sequence DRB1_0101. The binding affinity (normalized) is 0.697. (2) The peptide sequence is YEGLSYRSLQPEEFA. The MHC is DRB1_1201 with pseudo-sequence DRB1_1201. The binding affinity (normalized) is 0.349. (3) The peptide sequence is AVTFVNAPAFAAERG. The MHC is DRB1_1302 with pseudo-sequence DRB1_1302. The binding affinity (normalized) is 0.600. (4) The peptide sequence is TSLCFSESIPTPSNR. The MHC is DRB1_0901 with pseudo-sequence DRB1_0901. The binding affinity (normalized) is 0.225. (5) The peptide sequence is CGSLIGMTNRATWAS. The MHC is HLA-DQA10201-DQB10402 with pseudo-sequence HLA-DQA10201-DQB10402. The binding affinity (normalized) is 0.522. (6) The peptide sequence is NWVPTGRTTWSIHAGGEW. The MHC is DRB1_0401 with pseudo-sequence DRB1_0401. The binding affinity (normalized) is 0.165. (7) The peptide sequence is EKKYFAATGFEPLAA. The MHC is DRB1_0101 with pseudo-sequence DRB1_0101. The binding affinity (normalized) is 0.755.